This data is from Aqueous solubility values for 9,982 compounds from the AqSolDB database. The task is: Regression/Classification. Given a drug SMILES string, predict its absorption, distribution, metabolism, or excretion properties. Task type varies by dataset: regression for continuous measurements (e.g., permeability, clearance, half-life) or binary classification for categorical outcomes (e.g., BBB penetration, CYP inhibition). For this dataset (solubility_aqsoldb), we predict Y. (1) The drug is CC(C)N(C(=O)SC/C(Cl)=C/Cl)C(C)C. The Y is -4.29 log mol/L. (2) The molecule is O=P([O-])([O-])OP(=O)([O-])[O-].[Ca+2].[Ca+2]. The Y is -6.00 log mol/L. (3) The compound is COc1ccc(NC(C)=O)cc1. The Y is -1.30 log mol/L. (4) The compound is CN(C)CCN(Cc1ccccc1)c1ccccn1. The Y is -2.64 log mol/L. (5) The molecule is Cc1ccccc1N(O)C(=O)CCc1ccccc1. The Y is -2.79 log mol/L. (6) The molecule is Cc1cc(O)cc(C)c1Cl. The Y is -2.67 log mol/L.